From a dataset of Forward reaction prediction with 1.9M reactions from USPTO patents (1976-2016). Predict the product of the given reaction. (1) Given the reactants [CH3:1][O:2][C:3]1[C:8]([C:9]([OH:11])=O)=[CH:7][C:6]([C:12]2[C:13]([N:28]3[CH:32]=[CH:31][C:30]([C:33]([F:36])([F:35])[F:34])=[N:29]3)=[N:14][C:15]([NH:18][C:19]3[CH:24]=[C:23]([CH3:25])[CH:22]=[C:21]([O:26][CH3:27])[CH:20]=3)=[N:16][CH:17]=2)=[CH:5][N:4]=1.[CH3:37][S:38]([NH2:41])(=[O:40])=[O:39].C(N(CC)CC)C.[I-].ClC1C=CC=C[N+]=1C, predict the reaction product. The product is: [CH3:1][O:2][C:3]1[C:8]([C:9]([NH:41][S:38]([CH3:37])(=[O:40])=[O:39])=[O:11])=[CH:7][C:6]([C:12]2[C:13]([N:28]3[CH:32]=[CH:31][C:30]([C:33]([F:35])([F:36])[F:34])=[N:29]3)=[N:14][C:15]([NH:18][C:19]3[CH:24]=[C:23]([CH3:25])[CH:22]=[C:21]([O:26][CH3:27])[CH:20]=3)=[N:16][CH:17]=2)=[CH:5][N:4]=1. (2) Given the reactants NCCNCC[OH:7].OCCN(CCO)[CH2:12][CH2:13][N:14]([CH2:18][CH2:19][OH:20])[CH2:15][CH2:16][OH:17].C(O)CCCCCCCCCCC.C(O)(=O)CC(CC(O)=O)(C(O)=O)O.CC(P(O)(O)=O)(P(O)(O)=O)O.O.O.C(S(O)(=O)=O)CS(O)(=O)=O, predict the reaction product. The product is: [N:14]([CH2:13][CH2:12][OH:7])([CH2:18][CH2:19][OH:20])[CH2:15][CH2:16][OH:17].